This data is from Forward reaction prediction with 1.9M reactions from USPTO patents (1976-2016). The task is: Predict the product of the given reaction. (1) Given the reactants [CH3:1][O:2][C:3](=[O:27])/[C:4](/[NH:18][C:19](=[O:26])[C:20]1[CH:25]=[CH:24][CH:23]=[CH:22][CH:21]=1)=[CH:5]/[C:6]1[CH2:10][CH2:9][CH2:8][C:7]=1[O:11][C:12]1[CH:17]=[CH:16][CH:15]=[CH:14][CH:13]=1.[H][H], predict the reaction product. The product is: [CH3:1][O:2][C:3](=[O:27])[C@@H:4]([NH:18][C:19](=[O:26])[C:20]1[CH:25]=[CH:24][CH:23]=[CH:22][CH:21]=1)[CH2:5][C:6]1[CH2:10][CH2:9][CH2:8][C:7]=1[O:11][C:12]1[CH:13]=[CH:14][CH:15]=[CH:16][CH:17]=1. (2) The product is: [Cl:1][C:2]1[CH:8]=[CH:7][C:6]([N+:9]([O-:11])=[O:10])=[CH:5][C:3]=1[I:21]. Given the reactants [Cl:1][C:2]1[CH:8]=[CH:7][C:6]([N+:9]([O-:11])=[O:10])=[CH:5][C:3]=1N.S(=O)(=O)(O)O.N([O-])=O.[Na+].[I-:21].[K+], predict the reaction product. (3) Given the reactants [CH3:1][C:2]([C:6]1[CH:10]=[CH:9][S:8][CH:7]=1)([CH3:5])[CH2:3][NH2:4].[CH2:11]=O, predict the reaction product. The product is: [CH2:11]=[N:4][CH2:3][C:2]([CH3:5])([C:6]1[CH:10]=[CH:9][S:8][CH:7]=1)[CH3:1]. (4) Given the reactants [CH2:1]([C:3]1[CH:8]=[CH:7][C:6]([CH:9]2[CH2:14][N:13]([C:15]([N:17]3[CH2:22][CH2:21][O:20][CH2:19][CH2:18]3)=[O:16])[CH2:12][CH:11]([C:23]([OH:25])=O)[CH2:10]2)=[CH:5][CH:4]=1)[CH3:2].[Cl:26][C:27]1[CH:32]=[CH:31][C:30]([C:33](=[N:35]O)[NH2:34])=[CH:29][CH:28]=1, predict the reaction product. The product is: [CH2:1]([C:3]1[CH:8]=[CH:7][C:6]([CH:9]2[CH2:10][CH:11]([C:23]3[O:25][N:35]=[C:33]([C:30]4[CH:31]=[CH:32][C:27]([Cl:26])=[CH:28][CH:29]=4)[N:34]=3)[CH2:12][N:13]([C:15]([N:17]3[CH2:22][CH2:21][O:20][CH2:19][CH2:18]3)=[O:16])[CH2:14]2)=[CH:5][CH:4]=1)[CH3:2].